This data is from Peptide-MHC class II binding affinity with 134,281 pairs from IEDB. The task is: Regression. Given a peptide amino acid sequence and an MHC pseudo amino acid sequence, predict their binding affinity value. This is MHC class II binding data. (1) The peptide sequence is ANLCVERVLDCRTAF. The MHC is DRB1_1501 with pseudo-sequence DRB1_1501. The binding affinity (normalized) is 0.114. (2) The peptide sequence is ERSLWIIFSKNLNIK. The MHC is DRB1_0101 with pseudo-sequence DRB1_0101. The binding affinity (normalized) is 0.977. (3) The peptide sequence is PDPTKLILQLLKDFL. The MHC is DRB1_1302 with pseudo-sequence DRB1_1302. The binding affinity (normalized) is 0.483. (4) The peptide sequence is WLNPSTFGDLRLVLR. The MHC is DRB1_0101 with pseudo-sequence DRB1_0101. The binding affinity (normalized) is 0.411. (5) The peptide sequence is NPTDTGHGTVVMQVK. The MHC is DRB5_0101 with pseudo-sequence DRB5_0101. The binding affinity (normalized) is 0. (6) The peptide sequence is VIIMDEAHFLDPASIHHHHHH. The MHC is HLA-DQA10103-DQB10603 with pseudo-sequence HLA-DQA10103-DQB10603. The binding affinity (normalized) is 0.337. (7) The MHC is HLA-DPA10201-DPB10501 with pseudo-sequence HLA-DPA10201-DPB10501. The binding affinity (normalized) is 0.232. The peptide sequence is YGIAAENVIDVKLVD. (8) The peptide sequence is NKIVRMYSPTSI. The MHC is DRB5_0101 with pseudo-sequence DRB5_0101. The binding affinity (normalized) is 0.387.